From a dataset of Reaction yield outcomes from USPTO patents with 853,638 reactions. Predict the reaction yield, written as a fraction of the theoretical maximum amount of product (1.0 means a 100% yield; for example, 0.34 means a 34% yield). The reactants are C(OC(=O)C1C=CC(CN2C(=O)C3C=C(C#CCC4C=CC=CC=4)C=CC=3N(C)S2=O)=CC=1)(C)(C)C.C([O:41][C:42](=[O:72])[C:43]1[CH:48]=[CH:47][C:46]([CH2:49][N:50]2[C:55](=[O:56])[NH:54][C:53]3[CH:57]=[CH:58][C:59]([C:61]#[C:62][CH2:63][C:64]4[CH:69]=[CH:68][CH:67]=[CH:66][CH:65]=4)=[CH:60][C:52]=3[S:51]2(=[O:71])=[O:70])=[CH:45][CH:44]=1)(C)(C)C. No catalyst specified. The product is [O:71]=[S:51]1(=[O:70])[C:52]2[CH:60]=[C:59]([C:61]#[C:62][CH2:63][C:64]3[CH:65]=[CH:66][CH:67]=[CH:68][CH:69]=3)[CH:58]=[CH:57][C:53]=2[NH:54][C:55](=[O:56])[N:50]1[CH2:49][C:46]1[CH:45]=[CH:44][C:43]([C:42]([OH:72])=[O:41])=[CH:48][CH:47]=1. The yield is 0.840.